Task: Predict the product of the given reaction.. Dataset: Forward reaction prediction with 1.9M reactions from USPTO patents (1976-2016) (1) Given the reactants [CH3:1][Mg]Br.[O:4]=[C:5]1[CH2:8][N:7]([C:9]([O:11][C:12]([CH3:15])([CH3:14])[CH3:13])=[O:10])[CH2:6]1, predict the reaction product. The product is: [OH:4][C:5]1([CH3:1])[CH2:8][N:7]([C:9]([O:11][C:12]([CH3:15])([CH3:14])[CH3:13])=[O:10])[CH2:6]1. (2) The product is: [N:11]1[CH:16]=[CH:15][CH:14]=[CH:13][C:12]=1[O:17][C:18]1[CH:23]=[CH:22][C:21]([CH2:24][Cl:3])=[CH:20][CH:19]=1. Given the reactants S(Cl)([Cl:3])=O.N1C=CC=CC=1.[N:11]1[CH:16]=[CH:15][CH:14]=[CH:13][C:12]=1[O:17][C:18]1[CH:23]=[CH:22][C:21]([CH2:24]O)=[CH:20][CH:19]=1.C(=O)(O)[O-].[Na+], predict the reaction product. (3) Given the reactants [C:1]([Si:5]([O:8][CH:9]([CH2:14][CH2:15][C:16]1[CH:21]=[CH:20][C:19]([C:22]([CH2:41][CH3:42])([C:25]2[CH:30]=[CH:29][C:28](B3OC(C)(C)C(C)(C)O3)=[C:27]([CH3:40])[CH:26]=2)[CH2:23][CH3:24])=[CH:18][C:17]=1[CH3:43])[C:10]([CH3:13])([CH3:12])[CH3:11])([CH3:7])[CH3:6])([CH3:4])([CH3:3])[CH3:2].[CH2:44]([O:46][C:47](=[O:55])[CH2:48][C:49]1[N:50]=[C:51](Br)[S:52][CH:53]=1)[CH3:45].P([O-])([O-])([O-])=O.[K+].[K+].[K+], predict the reaction product. The product is: [CH2:44]([O:46][C:47](=[O:55])[CH2:48][C:49]1[N:50]=[C:51]([C:28]2[CH:29]=[CH:30][C:25]([C:22]([C:19]3[CH:20]=[CH:21][C:16]([CH2:15][CH2:14][CH:9]([O:8][Si:5]([C:1]([CH3:4])([CH3:3])[CH3:2])([CH3:6])[CH3:7])[C:10]([CH3:13])([CH3:12])[CH3:11])=[C:17]([CH3:43])[CH:18]=3)([CH2:23][CH3:24])[CH2:41][CH3:42])=[CH:26][C:27]=2[CH3:40])[S:52][CH:53]=1)[CH3:45]. (4) Given the reactants C(NC(C)C)(C)C.C([Li])CCC.[N:13]1[CH:18]=[CH:17][C:16]([CH3:19])=[CH:15][CH:14]=1.[CH3:20][O:21][C:22]1[C:27]2[N:28]=[C:29]([CH2:31][O:32][CH3:33])[NH:30][C:26]=2[C:25]([C:34](OC)=[O:35])=[CH:24][CH:23]=1, predict the reaction product. The product is: [CH3:20][O:21][C:22]1[C:27]2[N:28]=[C:29]([CH2:31][O:32][CH3:33])[NH:30][C:26]=2[C:25]([C:34](=[O:35])[CH2:19][C:16]2[CH:17]=[CH:18][N:13]=[CH:14][CH:15]=2)=[CH:24][CH:23]=1.